From a dataset of Full USPTO retrosynthesis dataset with 1.9M reactions from patents (1976-2016). Predict the reactants needed to synthesize the given product. (1) Given the product [NH:1]1[C:9]2[C:4](=[CH:5][CH:6]=[CH:7][CH:8]=2)[CH2:3][CH:2]1[C:3]1[C:4]2[C:9](=[CH:8][CH:7]=[CH:6][CH:5]=2)[NH:1][CH:2]=1, predict the reactants needed to synthesize it. The reactants are: [NH:1]1[C:9]2[C:4](=[CH:5][CH:6]=[CH:7][CH:8]=2)[CH:3]=[CH:2]1.Cl. (2) Given the product [F:13][CH2:14][CH2:15][N:16]1[CH2:21][CH2:20][CH:19]([NH:22][C:1]([NH:43][C:38]2[CH:39]=[C:40]3[C:35](=[CH:36][CH:37]=2)[N:34]=[C:33]([NH:32][C@H:23]2[C:31]4[C:26](=[CH:27][CH:28]=[CH:29][CH:30]=4)[CH2:25][CH2:24]2)[CH:42]=[CH:41]3)=[O:12])[CH2:18][CH2:17]1, predict the reactants needed to synthesize it. The reactants are: [C:1](=[O:12])(OC(Cl)(Cl)Cl)OC(Cl)(Cl)Cl.[F:13][CH2:14][CH2:15][N:16]1[CH2:21][CH2:20][CH:19]([NH2:22])[CH2:18][CH2:17]1.[C@H:23]1([NH:32][C:33]2[CH:42]=[CH:41][C:40]3[C:35](=[CH:36][CH:37]=[C:38]([NH2:43])[CH:39]=3)[N:34]=2)[C:31]2[C:26](=[CH:27][CH:28]=[CH:29][CH:30]=2)[CH2:25][CH2:24]1. (3) Given the product [CH3:1][C:2]([S:23]([CH3:26])(=[O:24])=[O:25])([CH2:8][CH2:9][C:10]1[CH:15]=[CH:14][C:13]([O:16][C:17]2[CH:22]=[CH:21][CH:20]=[CH:19][CH:18]=2)=[CH:12][CH:11]=1)[C:3]([OH:5])=[O:4], predict the reactants needed to synthesize it. The reactants are: [CH3:1][C:2]([S:23]([CH3:26])(=[O:25])=[O:24])([CH2:8][CH2:9][C:10]1[CH:15]=[CH:14][C:13]([O:16][C:17]2[CH:22]=[CH:21][CH:20]=[CH:19][CH:18]=2)=[CH:12][CH:11]=1)[C:3]([O:5]CC)=[O:4].O.[OH-].[Li+].O.